Task: Regression. Given two drug SMILES strings and cell line genomic features, predict the synergy score measuring deviation from expected non-interaction effect.. Dataset: NCI-60 drug combinations with 297,098 pairs across 59 cell lines (1) Drug 1: CN(C)N=NC1=C(NC=N1)C(=O)N. Drug 2: COCCOC1=C(C=C2C(=C1)C(=NC=N2)NC3=CC=CC(=C3)C#C)OCCOC.Cl. Cell line: SK-MEL-5. Synergy scores: CSS=17.0, Synergy_ZIP=-1.75, Synergy_Bliss=2.05, Synergy_Loewe=-0.00247, Synergy_HSA=0.480. (2) Drug 1: CC1=C2C(C(=O)C3(C(CC4C(C3C(C(C2(C)C)(CC1OC(=O)C(C(C5=CC=CC=C5)NC(=O)OC(C)(C)C)O)O)OC(=O)C6=CC=CC=C6)(CO4)OC(=O)C)O)C)O. Drug 2: CN(CC1=CN=C2C(=N1)C(=NC(=N2)N)N)C3=CC=C(C=C3)C(=O)NC(CCC(=O)O)C(=O)O. Cell line: HOP-62. Synergy scores: CSS=14.6, Synergy_ZIP=-4.06, Synergy_Bliss=-3.99, Synergy_Loewe=-0.206, Synergy_HSA=0.0539. (3) Drug 1: CCCS(=O)(=O)NC1=C(C(=C(C=C1)F)C(=O)C2=CNC3=C2C=C(C=N3)C4=CC=C(C=C4)Cl)F. Drug 2: C1=CC(=CC=C1C#N)C(C2=CC=C(C=C2)C#N)N3C=NC=N3. Cell line: SF-295. Synergy scores: CSS=4.33, Synergy_ZIP=-1.41, Synergy_Bliss=-0.321, Synergy_Loewe=0.0229, Synergy_HSA=0.0412. (4) Cell line: MALME-3M. Synergy scores: CSS=-2.94, Synergy_ZIP=0.212, Synergy_Bliss=-1.74, Synergy_Loewe=-1.88, Synergy_HSA=-2.59. Drug 2: CC(C)(C#N)C1=CC(=CC(=C1)CN2C=NC=N2)C(C)(C)C#N. Drug 1: CC1=CC=C(C=C1)C2=CC(=NN2C3=CC=C(C=C3)S(=O)(=O)N)C(F)(F)F. (5) Drug 1: C1CCC(CC1)NC(=O)N(CCCl)N=O. Drug 2: C(CN)CNCCSP(=O)(O)O. Cell line: SF-268. Synergy scores: CSS=17.5, Synergy_ZIP=-10.1, Synergy_Bliss=-8.21, Synergy_Loewe=-18.7, Synergy_HSA=-8.58. (6) Drug 1: CC1=C2C(C(=O)C3(C(CC4C(C3C(C(C2(C)C)(CC1OC(=O)C(C(C5=CC=CC=C5)NC(=O)OC(C)(C)C)O)O)OC(=O)C6=CC=CC=C6)(CO4)OC(=O)C)OC)C)OC. Drug 2: C1CN(P(=O)(OC1)NCCCl)CCCl. Cell line: SW-620. Synergy scores: CSS=29.0, Synergy_ZIP=-2.19, Synergy_Bliss=-8.14, Synergy_Loewe=-40.5, Synergy_HSA=-7.76. (7) Drug 1: C1CN1C2=NC(=NC(=N2)N3CC3)N4CC4. Drug 2: C(CN)CNCCSP(=O)(O)O. Cell line: NCIH23. Synergy scores: CSS=51.6, Synergy_ZIP=-1.74, Synergy_Bliss=-1.32, Synergy_Loewe=-53.7, Synergy_HSA=-3.38. (8) Drug 1: CC1CCC2CC(C(=CC=CC=CC(CC(C(=O)C(C(C(=CC(C(=O)CC(OC(=O)C3CCCCN3C(=O)C(=O)C1(O2)O)C(C)CC4CCC(C(C4)OC)OCCO)C)C)O)OC)C)C)C)OC. Cell line: MDA-MB-231. Synergy scores: CSS=7.44, Synergy_ZIP=-1.43, Synergy_Bliss=4.04, Synergy_Loewe=0.660, Synergy_HSA=4.26. Drug 2: CC(C)NC(=O)C1=CC=C(C=C1)CNNC.Cl. (9) Drug 1: CC1C(C(=O)NC(C(=O)N2CCCC2C(=O)N(CC(=O)N(C(C(=O)O1)C(C)C)C)C)C(C)C)NC(=O)C3=C4C(=C(C=C3)C)OC5=C(C(=O)C(=C(C5=N4)C(=O)NC6C(OC(=O)C(N(C(=O)CN(C(=O)C7CCCN7C(=O)C(NC6=O)C(C)C)C)C)C(C)C)C)N)C. Cell line: SF-268. Synergy scores: CSS=2.93, Synergy_ZIP=-1.64, Synergy_Bliss=0.903, Synergy_Loewe=-1.71, Synergy_HSA=-2.02. Drug 2: C1CN1P(=S)(N2CC2)N3CC3. (10) Drug 1: C1=C(C(=O)NC(=O)N1)N(CCCl)CCCl. Drug 2: CNC(=O)C1=NC=CC(=C1)OC2=CC=C(C=C2)NC(=O)NC3=CC(=C(C=C3)Cl)C(F)(F)F. Cell line: LOX IMVI. Synergy scores: CSS=46.5, Synergy_ZIP=-0.905, Synergy_Bliss=-0.549, Synergy_Loewe=1.01, Synergy_HSA=3.70.